The task is: Predict which catalyst facilitates the given reaction.. This data is from Catalyst prediction with 721,799 reactions and 888 catalyst types from USPTO. (1) Reactant: FC(F)(F)S(O[C:7]1[CH2:8][CH2:9][N:10]([C:13]([O:15][CH2:16][C:17]2[CH:22]=[CH:21][CH:20]=[CH:19][CH:18]=2)=[O:14])[CH2:11][CH:12]=1)(=O)=O.[C:25]([O:29][C:30]([NH:32][C:33]1[CH:38]=[CH:37][C:36](B2OC(C)(C)C(C)(C)O2)=[CH:35][C:34]=1[O:48][CH3:49])=[O:31])([CH3:28])([CH3:27])[CH3:26].C([O-])(O)=O.[Na+]. Product: [CH3:49][O:48][C:34]1[CH:35]=[C:36]([C:7]2[CH2:8][CH2:9][N:10]([C:13]([O:15][CH2:16][C:17]3[CH:22]=[CH:21][CH:20]=[CH:19][CH:18]=3)=[O:14])[CH2:11][CH:12]=2)[CH:37]=[CH:38][C:33]=1[NH:32][C:30]([O:29][C:25]([CH3:28])([CH3:27])[CH3:26])=[O:31]. The catalyst class is: 108. (2) Reactant: CS(O)(=O)=O.[NH:6]1[CH:10]=[CH:9][N:8]=[C:7]1[C:11]([NH2:13])=[NH:12].[Cl:14][C:15]1[CH:22]=[C:21]([F:23])[CH:20]=[CH:19][C:16]=1[CH:17]=O.[C:24]([O:30][CH2:31][CH3:32])(=[O:29])[CH2:25][C:26]([CH3:28])=O.C([O-])(=O)C.[Na+]. The catalyst class is: 8. Product: [NH:6]1[CH:10]=[CH:9][N:8]=[C:7]1[C:11]1[NH:13][C:26]([CH3:28])=[C:25]([C:24]([O:30][CH2:31][CH3:32])=[O:29])[CH:17]([C:16]2[CH:19]=[CH:20][C:21]([F:23])=[CH:22][C:15]=2[Cl:14])[N:12]=1. (3) Reactant: Cl.O.[CH3:3][C:4]([NH:38]C(=O)OC(C)(C)C)([C:6]1[O:10][N:9]=[C:8]([C:11]2[CH:16]=[CH:15][C:14]([C:17]3([C:24]4[CH:29]=[CH:28][C:27]([O:30][CH2:31][C:32]5[CH:37]=[CH:36][CH:35]=[CH:34][N:33]=5)=[CH:26][CH:25]=4)[CH2:22][CH:21]4[CH2:23][CH:18]3[CH2:19][CH2:20]4)=[CH:13][CH:12]=2)[N:7]=1)[CH3:5]. Product: [N:33]1[CH:34]=[CH:35][CH:36]=[CH:37][C:32]=1[CH2:31][O:30][C:27]1[CH:28]=[CH:29][C:24]([C:17]2([C:14]3[CH:15]=[CH:16][C:11]([C:8]4[N:7]=[C:6]([C:4]([NH2:38])([CH3:3])[CH3:5])[O:10][N:9]=4)=[CH:12][CH:13]=3)[CH2:22][CH:21]3[CH2:23][CH:18]2[CH2:19][CH2:20]3)=[CH:25][CH:26]=1. The catalyst class is: 12. (4) Reactant: [CH3:1][C@H:2]1[O:7][C@@H:6]([CH3:8])[CH2:5][N:4]([CH2:9][C:10]2[O:14][C:13]([C:15]3[CH:23]=[C:22]([C:24]4[CH:25]=[C:26]([NH:32][S:33]([C:36]5[CH:41]=[CH:40][C:39]([F:42])=[CH:38][C:37]=5[F:43])(=[O:35])=[O:34])[C:27]([O:30][CH3:31])=[N:28][CH:29]=4)[CH:21]=[C:20]4[C:16]=3[CH:17]=[N:18][N:19]4S(C3C=CC=CC=3)(=O)=O)=[N:12][CH:11]=2)[CH2:3]1.[OH-].[Na+]. Product: [CH3:1][C@H:2]1[O:7][C@@H:6]([CH3:8])[CH2:5][N:4]([CH2:9][C:10]2[O:14][C:13]([C:15]3[CH:23]=[C:22]([C:24]4[CH:25]=[C:26]([NH:32][S:33]([C:36]5[CH:41]=[CH:40][C:39]([F:42])=[CH:38][C:37]=5[F:43])(=[O:34])=[O:35])[C:27]([O:30][CH3:31])=[N:28][CH:29]=4)[CH:21]=[C:20]4[C:16]=3[CH:17]=[N:18][NH:19]4)=[N:12][CH:11]=2)[CH2:3]1. The catalyst class is: 32. (5) Reactant: [C:1]([CH2:4][CH2:5][CH2:6][N:7]([CH3:66])[C@H:8]([C:12]([NH:14][C@H:15]([C:19]([N:21]([C@@H:23]([C@@H:62]([CH3:65])[CH2:63][CH3:64])[C@H:24]([O:60][CH3:61])[CH2:25][C:26]([N:28]1[CH2:32][CH2:31][CH2:30][C@H:29]1[C@H:33]([O:58][CH3:59])[C@@H:34]([CH3:57])[C:35]([NH:37][C@@H:38]([C@H:49]([C:51]1[CH:56]=[CH:55][CH:54]=[CH:53][CH:52]=1)[CH3:50])[C:39]([O:41][CH2:42][C:43]1[CH:48]=[CH:47][CH:46]=[CH:45][CH:44]=1)=[O:40])=[O:36])=[O:27])[CH3:22])=[O:20])[CH:16]([CH3:18])[CH3:17])=[O:13])[CH:9]([CH3:11])[CH3:10])(O)=[O:2].Cl.CN(C)CCCN=C=NCC.O.ON1C2C=CC=CC=2N=N1.C(N(CC)C(C)C)(C)C.[O:99]=[C:100]1[CH:104]=[CH:103][C:102](=[O:105])[N:101]1[CH2:106][CH2:107][CH2:108][CH2:109][CH2:110][C:111]([NH:113][NH2:114])=[O:112]. Product: [O:105]=[C:102]1[CH:103]=[CH:104][C:100](=[O:99])[N:101]1[CH2:106][CH2:107][CH2:108][CH2:109][CH2:110][C:111]([NH:113][NH:114][C:1](=[O:2])[CH2:4][CH2:5][CH2:6][N:7]([CH3:66])[C@H:8]([C:12]([NH:14][C@H:15]([C:19]([N:21]([C@@H:23]([C@@H:62]([CH3:65])[CH2:63][CH3:64])[C@H:24]([O:60][CH3:61])[CH2:25][C:26]([N:28]1[CH2:32][CH2:31][CH2:30][C@H:29]1[C@H:33]([O:58][CH3:59])[C@@H:34]([CH3:57])[C:35]([NH:37][C@@H:38]([C@H:49]([C:51]1[CH:56]=[CH:55][CH:54]=[CH:53][CH:52]=1)[CH3:50])[C:39]([O:41][CH2:42][C:43]1[CH:48]=[CH:47][CH:46]=[CH:45][CH:44]=1)=[O:40])=[O:36])=[O:27])[CH3:22])=[O:20])[CH:16]([CH3:17])[CH3:18])=[O:13])[CH:9]([CH3:10])[CH3:11])=[O:112]. The catalyst class is: 3. (6) Reactant: [Cl:1][C:2]1[CH:7]=[C:6](Cl)[N:5]2[N:9]=[C:10]([CH3:12])[CH:11]=[C:4]2[N:3]=1.[NH:13]1[CH2:18][CH2:17][O:16][CH2:15][CH2:14]1. Product: [Cl:1][C:2]1[CH:7]=[C:6]([N:13]2[CH2:18][CH2:17][O:16][CH2:15][CH2:14]2)[N:5]2[N:9]=[C:10]([CH3:12])[CH:11]=[C:4]2[N:3]=1. The catalyst class is: 12. (7) Reactant: CC[C@H]1[C@H]2C[C@H]([C@H](OC3C4C(=CC=CC=4)C(O[C@H](C4C=CN=C5C=4C=C(OC)C=C5)[C@@H]4N5C[C@H](CC)[C@@H](CC5)C4)=NN=3)C3C=CN=C4C=3C=C([O:22]C)C=C4)N(CC2)C1.[CH:59]([C:61]1[CH:62]=[C:63]([CH2:69][CH2:70][C:71]([O:73][CH2:74][CH3:75])=[O:72])[CH:64]=[C:65]([F:68])[C:66]=1[F:67])=[CH2:60].S([O-])([O-])=O.[Na+].[Na+].[OH2:82]. Product: [OH:82][C@@H:59]([C:61]1[CH:62]=[C:63]([CH2:69][CH2:70][C:71]([O:73][CH2:74][CH3:75])=[O:72])[CH:64]=[C:65]([F:68])[C:66]=1[F:67])[CH2:60][OH:22]. The catalyst class is: 218.